From a dataset of Catalyst prediction with 721,799 reactions and 888 catalyst types from USPTO. Predict which catalyst facilitates the given reaction. (1) Reactant: Br[C:2](=[C:9]1[CH2:14][CH2:13][N:12]([C:15](=[O:31])[C:16]([C:18]2[C:26]3[C:21](=[C:22]([O:29][CH3:30])[N:23]=[CH:24][C:25]=3[O:27][CH3:28])[NH:20][CH:19]=2)=[O:17])[CH2:11][CH2:10]1)[C:3]1[CH:8]=[CH:7][CH:6]=[CH:5][CH:4]=1.C([Sn](CCCC)(CCCC)[C:37]1[S:38][CH:39]=[CH:40][N:41]=1)CCC. Product: [C:3]1([C:2](=[C:9]2[CH2:14][CH2:13][N:12]([C:15](=[O:31])[C:16]([C:18]3[C:26]4[C:21](=[C:22]([O:29][CH3:30])[N:23]=[CH:24][C:25]=4[O:27][CH3:28])[NH:20][CH:19]=3)=[O:17])[CH2:11][CH2:10]2)[C:37]2[S:38][CH:39]=[CH:40][N:41]=2)[CH:8]=[CH:7][CH:6]=[CH:5][CH:4]=1. The catalyst class is: 49. (2) Reactant: C(=O)([O-])[O-].[K+].[K+].Cl[C:8]1[CH:9]=[CH:10][C:11]([N+:16]([O-:18])=[O:17])=[C:12]([S:14][CH3:15])[CH:13]=1.[OH:19][C:20]1[CH:25]=[CH:24][N:23]=[C:22]([NH:26][C:27](=[O:31])[CH2:28][O:29][CH3:30])[CH:21]=1. Product: [CH3:30][O:29][CH2:28][C:27]([NH:26][C:22]1[CH:21]=[C:20]([O:19][C:8]2[CH:9]=[CH:10][C:11]([N+:16]([O-:18])=[O:17])=[C:12]([S:14][CH3:15])[CH:13]=2)[CH:25]=[CH:24][N:23]=1)=[O:31]. The catalyst class is: 16. (3) Reactant: I[C:2]1[C:10]2[C:5](=[N:6][CH:7]=[CH:8][CH:9]=2)[N:4]([Si](C(C)C)(C(C)C)C(C)C)[CH:3]=1.C([Mg]Cl)(C)C.Cl[C:27]1[N:28]=[C:29]([N:34]([CH2:36][C:37]2[CH:42]=[CH:41][C:40]([Cl:43])=[CH:39][CH:38]=2)[CH3:35])[S:30][C:31]=1[CH:32]=[O:33]. Product: [Cl:43][C:40]1[CH:41]=[CH:42][C:37]([CH2:36][N:34]([CH3:35])[C:29]2[S:30][C:31]([C:32]([C:2]3[C:10]4[C:5](=[N:6][CH:7]=[CH:8][CH:9]=4)[NH:4][CH:3]=3)=[O:33])=[CH:27][N:28]=2)=[CH:38][CH:39]=1. The catalyst class is: 7. (4) Reactant: [Cl:1][C:2]1[CH:20]=[C:19]([N+:21]([O-])=O)[CH:18]=[CH:17][C:3]=1[O:4][C:5]1[CH:6]=[C:7]([C:11]2[O:12][CH:13]=[C:14]([CH3:16])[N:15]=2)[CH:8]=[CH:9][CH:10]=1. Product: [Cl:1][C:2]1[CH:20]=[C:19]([CH:18]=[CH:17][C:3]=1[O:4][C:5]1[CH:10]=[CH:9][CH:8]=[C:7]([C:11]2[O:12][CH:13]=[C:14]([CH3:16])[N:15]=2)[CH:6]=1)[NH2:21]. The catalyst class is: 612. (5) Reactant: Cl.[NH2:2][C@H:3]([CH2:33][C:34]1[CH:39]=[CH:38][C:37]([OH:40])=[CH:36][CH:35]=1)[C:4]([N:6]1[CH2:11][CH2:10][CH:9]([N:12]2[N:21]=[C:20]([C:22]3[CH:27]=[CH:26][C:25]([O:28][CH3:29])=[C:24]([O:30][CH3:31])[CH:23]=3)[C@@H:19]3[C@@H:14]([CH2:15][CH2:16][CH2:17][CH2:18]3)[C:13]2=[O:32])[CH2:8][CH2:7]1)=[O:5].[CH:41]1([CH2:44][O:45][C:46]2[CH:54]=[CH:53][C:49]3[O:50][CH2:51][O:52][C:48]=3[C:47]=2[C:55]2[C:56]3[NH:63][CH:62]=[C:61]([C:64](N4C=CN=C4)=[O:65])[C:57]=3[N:58]=[CH:59][N:60]=2)[CH2:43][CH2:42]1.CCN(C(C)C)C(C)C. Product: [CH:41]1([CH2:44][O:45][C:46]2[CH:54]=[CH:53][C:49]3[O:50][CH2:51][O:52][C:48]=3[C:47]=2[C:55]2[C:56]3[NH:63][CH:62]=[C:61]([C:64]([NH:2][C@H:3]([CH2:33][C:34]4[CH:35]=[CH:36][C:37]([OH:40])=[CH:38][CH:39]=4)[C:4]([N:6]4[CH2:7][CH2:8][CH:9]([N:12]5[N:21]=[C:20]([C:22]6[CH:27]=[CH:26][C:25]([O:28][CH3:29])=[C:24]([O:30][CH3:31])[CH:23]=6)[C@@H:19]6[C@@H:14]([CH2:15][CH2:16][CH2:17][CH2:18]6)[C:13]5=[O:32])[CH2:10][CH2:11]4)=[O:5])=[O:65])[C:57]=3[N:58]=[CH:59][N:60]=2)[CH2:42][CH2:43]1. The catalyst class is: 2. (6) Reactant: [F:1][C:2]1[CH:3]=[C:4]([N:14]2[CH2:18][C@H:17]([CH2:19]O)[O:16][C:15]2=[O:21])[CH:5]=[CH:6][C:7]=1[N:8]1[CH:12]=[C:11]([CH3:13])[N:10]=[N:9]1.C(N(CC)CC)C.[CH3:29][S:30](Cl)(=[O:32])=[O:31].C(=O)(O)[O-].[Na+]. Product: [F:1][C:2]1[CH:3]=[C:4]([N:14]2[CH2:18][C@H:17]([CH2:19][S:30]([CH3:29])(=[O:32])=[O:31])[O:16][C:15]2=[O:21])[CH:5]=[CH:6][C:7]=1[N:8]1[CH:12]=[C:11]([CH3:13])[N:10]=[N:9]1. The catalyst class is: 4. (7) Reactant: [Br:1][C:2]1[C:3]([NH2:9])=[N:4][CH:5]=[C:6]([Br:8])[CH:7]=1.Cl[CH2:11][C:12](=O)[CH3:13]. Product: [Br:8][C:6]1[CH:7]=[C:2]([Br:1])[C:3]2[N:4]([CH:11]=[C:12]([CH3:13])[N:9]=2)[CH:5]=1. The catalyst class is: 14.